Dataset: Tyrosyl-DNA phosphodiesterase HTS with 341,365 compounds. Task: Binary Classification. Given a drug SMILES string, predict its activity (active/inactive) in a high-throughput screening assay against a specified biological target. (1) The molecule is Fc1c(NC(=O)CN(C(=O)c2ccc(N3C(=O)c4c(C3=O)cccc4)cc2)CC)c(F)ccc1. The result is 0 (inactive). (2) The drug is o1nccc1C(=O)NNc1c(cc(cc1)C)C. The result is 0 (inactive). (3) The compound is S=C(NNC(=O)c1ccc(F)cc1)NC(=O)c1cccnc1. The result is 0 (inactive). (4) The drug is Clc1cc2n3c(nc4c(c3=O)ccc(F)c4)C(NC(=O)c2cc1)Cc1ccccc1. The result is 0 (inactive). (5) The drug is Clc1c(OC(=O)c2nn(C(C)C)c(=O)c3c2cccc3)cc(Cl)cc1. The result is 0 (inactive).